This data is from Full USPTO retrosynthesis dataset with 1.9M reactions from patents (1976-2016). The task is: Predict the reactants needed to synthesize the given product. (1) Given the product [F:37][C:38]1[CH:39]=[C:40]([CH:58]=[C:59]([F:61])[CH:60]=1)[CH2:41][N:42]1[C:46]([CH3:47])=[C:45]([C:2]2[C:10]3[C:5](=[N:6][CH:7]=[C:8]([C:11]4[CH:12]=[C:13]([O:25][CH3:26])[C:14]([NH:17][C:18](=[O:24])[O:19][C:20]([CH3:23])([CH3:22])[CH3:21])=[N:15][CH:16]=4)[CH:9]=3)[N:4]([S:27]([C:30]3[CH:36]=[CH:35][C:33]([CH3:34])=[CH:32][CH:31]=3)(=[O:29])=[O:28])[CH:3]=2)[C:44]([CH3:57])=[N:43]1, predict the reactants needed to synthesize it. The reactants are: I[C:2]1[C:10]2[C:5](=[N:6][CH:7]=[C:8]([C:11]3[CH:12]=[C:13]([O:25][CH3:26])[C:14]([NH:17][C:18](=[O:24])[O:19][C:20]([CH3:23])([CH3:22])[CH3:21])=[N:15][CH:16]=3)[CH:9]=2)[N:4]([S:27]([C:30]2[CH:36]=[CH:35][C:33]([CH3:34])=[CH:32][CH:31]=2)(=[O:29])=[O:28])[CH:3]=1.[F:37][C:38]1[CH:39]=[C:40]([CH:58]=[C:59]([F:61])[CH:60]=1)[CH2:41][N:42]1[C:46]([CH3:47])=[C:45](B2OC(C)(C)C(C)(C)O2)[C:44]([CH3:57])=[N:43]1.C(=O)([O-])[O-].[Na+].[Na+]. (2) Given the product [CH2:41]([O:40][C@@H:15]([CH2:16][C:17]1[CH:18]=[CH:19][C:20]([C:23]2[CH:28]=[CH:27][CH:26]=[C:25]([CH2:29][N:30]([CH3:39])[C:31]([C:32]3[CH:33]=[CH:34][CH:35]=[CH:36][CH:37]=3)=[O:38])[CH:24]=2)=[CH:21][CH:22]=1)[C:48]([OH:47])=[O:49])[CH3:42], predict the reactants needed to synthesize it. The reactants are: C([C@H]1COC(=O)N1C(=O)[C@@H:15]([O:40][CH2:41][CH3:42])[CH2:16][C:17]1[CH:22]=[CH:21][C:20]([C:23]2[CH:28]=[CH:27][CH:26]=[C:25]([CH2:29][N:30]([CH3:39])[C:31](=[O:38])[C:32]3[CH:37]=[CH:36][CH:35]=[CH:34][CH:33]=3)[CH:24]=2)=[CH:19][CH:18]=1)C1C=CC=CC=1.C1[CH2:48][O:47]CC1.[OH-:49].[Li+].